From a dataset of Full USPTO retrosynthesis dataset with 1.9M reactions from patents (1976-2016). Predict the reactants needed to synthesize the given product. (1) Given the product [OH:45][CH:44]([C:46]1[CH:51]=[CH:50][CH:49]=[CH:48][N:47]=1)[CH2:43][N:42]([CH2:41][C:32]1[CH:33]=[C:34]([C:37]([F:39])([F:40])[F:38])[CH:35]=[CH:36][C:31]=1[C:29]1[CH:30]=[C:25]([CH:22]([CH3:24])[CH3:23])[CH:26]=[CH:27][C:28]=1[O:52][CH3:53])[C:12](=[O:13])[O:14][CH2:15][C:16]1[CH:17]=[CH:18][CH:19]=[CH:20][CH:21]=1, predict the reactants needed to synthesize it. The reactants are: O([C:12]([O:14][CH2:15][C:16]1[CH:21]=[CH:20][CH:19]=[CH:18][CH:17]=1)=[O:13])[C:12]([O:14][CH2:15][C:16]1[CH:21]=[CH:20][CH:19]=[CH:18][CH:17]=1)=[O:13].[CH:22]([C:25]1[CH:26]=[CH:27][C:28]([O:52][CH3:53])=[C:29]([C:31]2[CH:36]=[CH:35][C:34]([C:37]([F:40])([F:39])[F:38])=[CH:33][C:32]=2[CH2:41][NH:42][CH2:43][CH:44]([C:46]2[CH:51]=[CH:50][CH:49]=[CH:48][N:47]=2)[OH:45])[CH:30]=1)([CH3:24])[CH3:23]. (2) Given the product [C:2](=[O:3])([O:4][CH2:5][CH3:6])[O:31][C:30](=[O:32])[CH2:29][CH2:28][CH2:27][CH2:26][CH2:25][CH2:24][CH2:23][CH2:22][CH2:21][CH2:20][CH2:19][NH:18][C:16](=[O:17])[C:15]1[CH:33]=[CH:34][CH:35]=[CH:36][C:14]=1[C:12]([O:11][CH2:10]/[CH:9]=[C:8](\[CH3:7])/[CH2:37][CH2:38][CH:39]=[C:40]([CH3:42])[CH3:41])=[O:13], predict the reactants needed to synthesize it. The reactants are: Cl[C:2]([O:4][CH2:5][CH3:6])=[O:3].[CH3:7]/[C:8](/[CH2:37][CH2:38][CH:39]=[C:40]([CH3:42])[CH3:41])=[CH:9]\[CH2:10][O:11][C:12]([C:14]1[CH:36]=[CH:35][CH:34]=[CH:33][C:15]=1[C:16]([NH:18][CH2:19][CH2:20][CH2:21][CH2:22][CH2:23][CH2:24][CH2:25][CH2:26][CH2:27][CH2:28][CH2:29][C:30]([OH:32])=[O:31])=[O:17])=[O:13].C(N(CC)CC)C. (3) Given the product [Br:19][C:2]1[CH:3]=[C:4]([CH:8]=[C:9]([N+:11]([O-:13])=[O:12])[CH:10]=1)[C:5]([OH:7])=[O:6], predict the reactants needed to synthesize it. The reactants are: N[C:2]1[CH:3]=[C:4]([CH:8]=[C:9]([N+:11]([O-:13])=[O:12])[CH:10]=1)[C:5]([OH:7])=[O:6].N([O-])=O.[Na+].O.[BrH:19]. (4) Given the product [F:1][C:2]1[C:11]2[C:6](=[CH:7][CH:8]=[CH:9][CH:10]=2)[CH:5]=[CH:4][C:3]=1[F:12], predict the reactants needed to synthesize it. The reactants are: [F:1][C:2]1(F)[C:11]2[C:6](=[CH:7][CH:8]=[CH:9][CH:10]=2)[CH:5]=[CH:4][C:3]1(F)[F:12].[OH-].[NH4+]. (5) Given the product [F:22][C:23]1[C:28]([F:29])=[CH:27][CH:26]=[CH:25][C:24]=1[C:30]1[N:63]=[C:33]2[CH:34]=[N:35][N:36]([CH2:38][C:39]3[N:44]=[N:43][C:42]([C:45]4[CH:50]=[CH:49][C:48]([C:11]5[CH:12]=[N:8][NH:9][CH:10]=5)=[CH:47][C:46]=4[C:59]([F:61])([F:62])[F:60])=[CH:41][CH:40]=3)[CH:37]=[C:32]2[N:31]=1, predict the reactants needed to synthesize it. The reactants are: C([N:8]1[CH:12]=[C:11](B2OC(C)(C)C(C)(C)O2)[CH:10]=[N:9]1)(OC(C)(C)C)=O.[F:22][C:23]1[C:28]([F:29])=[CH:27][CH:26]=[CH:25][C:24]=1[C:30]1[N:63]=[C:33]2[CH:34]=[N:35][N:36]([CH2:38][C:39]3[N:44]=[N:43][C:42]([C:45]4[CH:50]=[CH:49][C:48](OS(C(F)(F)F)(=O)=O)=[CH:47][C:46]=4[C:59]([F:62])([F:61])[F:60])=[CH:41][CH:40]=3)[CH:37]=[C:32]2[N:31]=1.